Task: Regression. Given a peptide amino acid sequence and an MHC pseudo amino acid sequence, predict their binding affinity value. This is MHC class II binding data.. Dataset: Peptide-MHC class II binding affinity with 134,281 pairs from IEDB (1) The peptide sequence is PSINDLDEVISNKFH. The MHC is DRB1_1302 with pseudo-sequence DRB1_1302. The binding affinity (normalized) is 0.246. (2) The MHC is DRB1_0404 with pseudo-sequence DRB1_0404. The binding affinity (normalized) is 0.108. The peptide sequence is LAGDAAGAWRTAAVE. (3) The peptide sequence is SIKAVYNFATCGIFA. The MHC is DRB1_0405 with pseudo-sequence DRB1_0405. The binding affinity (normalized) is 0.468. (4) The peptide sequence is NDNYTEIKGQLVFIG. The MHC is DRB3_0101 with pseudo-sequence DRB3_0101. The binding affinity (normalized) is 0.182.